Dataset: Catalyst prediction with 721,799 reactions and 888 catalyst types from USPTO. Task: Predict which catalyst facilitates the given reaction. (1) Reactant: [Br:1][C:2]1[CH:7]=[CH:6][C:5]([CH:8]([CH3:13])[CH2:9][C:10]([NH2:12])=O)=[CH:4][CH:3]=1.[H-].[Al+3].[Li+].[H-].[H-].[H-].[OH-].[Na+]. Product: [Br:1][C:2]1[CH:3]=[CH:4][C:5]([CH:8]([CH3:13])[CH2:9][CH2:10][NH2:12])=[CH:6][CH:7]=1. The catalyst class is: 7. (2) The catalyst class is: 59. Reactant: [CH3:1][C:2]([O:5][C:6]([N:8]1[CH2:13][CH2:12][CH2:11][CH2:10][C@H:9]1[C:14]([NH:16][C@@H:17]([CH2:23][CH3:24])/[CH:18]=[CH:19]/[C:20]([OH:22])=O)=[O:15])=[O:7])([CH3:4])[CH3:3].CN(C(ON1N=NC2C=CC=NC1=2)=[N+](C)C)C.F[P-](F)(F)(F)(F)F.CCN(C(C)C)C(C)C.[NH:58]1[C:66]2[C:61](=[CH:62][CH:63]=[CH:64][CH:65]=2)[CH2:60][CH2:59]1. Product: [N:58]1([C:20](=[O:22])/[CH:19]=[CH:18]/[C@@H:17]([NH:16][C:14]([C@@H:9]2[CH2:10][CH2:11][CH2:12][CH2:13][N:8]2[C:6]([O:5][C:2]([CH3:1])([CH3:3])[CH3:4])=[O:7])=[O:15])[CH2:23][CH3:24])[C:66]2[C:61](=[CH:62][CH:63]=[CH:64][CH:65]=2)[CH2:60][CH2:59]1. (3) Reactant: [C:1]([O:5][C:6]([N:8]1[CH2:11][CH:10](SC)[CH2:9]1)=[O:7])([CH3:4])([CH3:3])[CH3:2].O[O:15][S:16]([O-:18])=O.[K+].[CH3:20]O. Product: [C:1]([O:5][C:6]([N:8]1[CH2:11][CH:10]([S:16]([CH3:20])(=[O:18])=[O:15])[CH2:9]1)=[O:7])([CH3:4])([CH3:2])[CH3:3]. The catalyst class is: 6.